Task: Regression. Given a peptide amino acid sequence and an MHC pseudo amino acid sequence, predict their binding affinity value. This is MHC class I binding data.. Dataset: Peptide-MHC class I binding affinity with 185,985 pairs from IEDB/IMGT The peptide sequence is FRISGRGGK. The MHC is HLA-B15:01 with pseudo-sequence HLA-B15:01. The binding affinity (normalized) is 0.0847.